This data is from Forward reaction prediction with 1.9M reactions from USPTO patents (1976-2016). The task is: Predict the product of the given reaction. (1) Given the reactants [OH:1][C:2]1[CH:3]=[C:4]2[C:9](=[CH:10][CH:11]=1)[CH:8]=[C:7]([C:12]([OH:14])=[O:13])[CH:6]=[CH:5]2.[OH:15][C:16]1[CH:25]=[CH:24][C:23]2[C:18](=[CH:19][CH:20]=[C:21](O)[CH:22]=2)[CH:17]=1.O.C1(C)C=CC(S(O)(=O)=O)=CC=1, predict the reaction product. The product is: [OH:1][C:2]1[CH:3]=[C:4]2[C:9](=[CH:10][CH:11]=1)[CH:8]=[C:7]([C:12]([O:14][C:22]1[C:23]3[C:18](=[CH:17][C:16]([OH:15])=[CH:25][CH:24]=3)[CH:19]=[CH:20][CH:21]=1)=[O:13])[CH:6]=[CH:5]2. (2) Given the reactants [CH:1]1[C:13]2[CH:12]([CH2:14][O:15][C:16]([N:18]3[CH2:23][CH2:22][C:21]([CH2:25][NH:26]C(OC(C)(C)C)=O)([OH:24])[CH2:20][CH2:19]3)=[O:17])[C:11]3[C:6](=[CH:7][CH:8]=[CH:9][CH:10]=3)[C:5]=2[CH:4]=[CH:3][CH:2]=1.[ClH:34], predict the reaction product. The product is: [ClH:34].[CH:10]1[C:11]2[CH:12]([CH2:14][O:15][C:16]([N:18]3[CH2:19][CH2:20][C:21]([CH2:25][NH2:26])([OH:24])[CH2:22][CH2:23]3)=[O:17])[C:13]3[C:5](=[CH:4][CH:3]=[CH:2][CH:1]=3)[C:6]=2[CH:7]=[CH:8][CH:9]=1. (3) Given the reactants BrNC(=[O:5])C.[OH:6][C@H:7]1[CH2:29][CH2:28][C@@:27]2([CH3:30])[C:9](=[CH:10][CH2:11][C@@H:12]3[C@@H:26]2[CH2:25][C@@H:24]([OH:31])[C@@:23]2([CH3:32])[C:13]3=[CH:14][CH2:15][C@@H:16]2[C:17]2([O:22][CH2:21][CH2:20][O:19]2)[CH3:18])[CH2:8]1.O.S([O-])([O-])=O.[Na+].[Na+], predict the reaction product. The product is: [OH:6][C@H:7]1[CH2:29][CH2:28][C@@:27]2([CH3:30])[C:9]3([O:5][CH:10]3[CH2:11][C@@H:12]3[C@@H:26]2[CH2:25][C@@H:24]([OH:31])[C@@:23]2([CH3:32])[C:13]3=[CH:14][CH2:15][C@@H:16]2[C:17]2([O:19][CH2:20][CH2:21][O:22]2)[CH3:18])[CH2:8]1. (4) The product is: [Cl:1][C:2]1[CH:3]=[C:4]([C:8]2[C:13]3[N:14]([CH2:28][C@H:29]4[CH2:34][CH2:33][C@H:32]([CH3:35])[CH2:31][CH2:30]4)[C:15]([N:17]4[CH2:22][C:21](=[O:23])[N:20]([CH3:24])[C@H:19]5[CH2:25][CH2:26][CH2:27][C@H:18]45)=[N:16][C:12]=3[CH:11]=[C:10]([C:36]3[NH:37][C:40](=[O:41])[O:39][N:38]=3)[N:9]=2)[CH:5]=[N:6][CH:7]=1. Given the reactants [Cl:1][C:2]1[CH:3]=[C:4]([C:8]2[C:13]3[N:14]([CH2:28][C@H:29]4[CH2:34][CH2:33][C@H:32]([CH3:35])[CH2:31][CH2:30]4)[C:15]([N:17]4[CH2:22][C:21](=[O:23])[N:20]([CH3:24])[C@H:19]5[CH2:25][CH2:26][CH2:27][C@H:18]45)=[N:16][C:12]=3[CH:11]=[C:10]([C:36](=[N:38][OH:39])[NH2:37])[N:9]=2)[CH:5]=[N:6][CH:7]=1.[CH3:40][OH:41], predict the reaction product.